Regression. Given two drug SMILES strings and cell line genomic features, predict the synergy score measuring deviation from expected non-interaction effect. From a dataset of NCI-60 drug combinations with 297,098 pairs across 59 cell lines. (1) Drug 1: CC(CN1CC(=O)NC(=O)C1)N2CC(=O)NC(=O)C2. Drug 2: C1=CN(C(=O)N=C1N)C2C(C(C(O2)CO)O)O.Cl. Cell line: SR. Synergy scores: CSS=52.9, Synergy_ZIP=-6.20, Synergy_Bliss=-6.79, Synergy_Loewe=-4.58, Synergy_HSA=-2.70. (2) Drug 1: CC=C1C(=O)NC(C(=O)OC2CC(=O)NC(C(=O)NC(CSSCCC=C2)C(=O)N1)C(C)C)C(C)C. Drug 2: CC(C)NC(=O)C1=CC=C(C=C1)CNNC.Cl. Cell line: HT29. Synergy scores: CSS=66.3, Synergy_ZIP=0.236, Synergy_Bliss=-2.57, Synergy_Loewe=-33.5, Synergy_HSA=-2.66. (3) Drug 1: CN(C)C1=NC(=NC(=N1)N(C)C)N(C)C. Drug 2: CC1=C(C(=CC=C1)Cl)NC(=O)C2=CN=C(S2)NC3=CC(=NC(=N3)C)N4CCN(CC4)CCO. Cell line: ACHN. Synergy scores: CSS=18.6, Synergy_ZIP=8.87, Synergy_Bliss=4.32, Synergy_Loewe=-32.9, Synergy_HSA=-1.58. (4) Drug 1: CC(CN1CC(=O)NC(=O)C1)N2CC(=O)NC(=O)C2. Drug 2: C1=CN(C(=O)N=C1N)C2C(C(C(O2)CO)O)O.Cl. Cell line: T-47D. Synergy scores: CSS=6.69, Synergy_ZIP=-2.61, Synergy_Bliss=-1.78, Synergy_Loewe=-1.03, Synergy_HSA=-0.951. (5) Drug 1: CN1CCC(CC1)COC2=C(C=C3C(=C2)N=CN=C3NC4=C(C=C(C=C4)Br)F)OC. Drug 2: C1=NC2=C(N=C(N=C2N1C3C(C(C(O3)CO)O)F)Cl)N. Cell line: A549. Synergy scores: CSS=25.1, Synergy_ZIP=-0.170, Synergy_Bliss=-1.92, Synergy_Loewe=-16.5, Synergy_HSA=-1.06. (6) Drug 1: CC1=C2C(C(=O)C3(C(CC4C(C3C(C(C2(C)C)(CC1OC(=O)C(C(C5=CC=CC=C5)NC(=O)OC(C)(C)C)O)O)OC(=O)C6=CC=CC=C6)(CO4)OC(=O)C)OC)C)OC. Drug 2: C1=CC=C(C=C1)NC(=O)CCCCCCC(=O)NO. Cell line: KM12. Synergy scores: CSS=40.9, Synergy_ZIP=-2.98, Synergy_Bliss=-3.62, Synergy_Loewe=-3.93, Synergy_HSA=-0.928.